Predict which catalyst facilitates the given reaction. From a dataset of Catalyst prediction with 721,799 reactions and 888 catalyst types from USPTO. Reactant: [Br:1][C:2]1[CH:7]=[C:6]([O:8][CH3:9])[C:5]([OH:10])=[C:4]([OH:11])[CH:3]=1.[C:12](=O)([O-])[O-].[K+].[K+].BrCBr. Product: [Br:1][C:2]1[CH:3]=[C:4]([O:11][CH3:12])[C:5]2[O:10][CH2:9][O:8][C:6]=2[CH:7]=1. The catalyst class is: 9.